Dataset: Reaction yield outcomes from USPTO patents with 853,638 reactions. Task: Predict the reaction yield, written as a fraction of the theoretical maximum amount of product (1.0 means a 100% yield; for example, 0.34 means a 34% yield). (1) The catalyst is [O-]S([O-])=O.[Na+].[Na+].CCOC(C)=O.[Os](=O)(=O)(=O)=O. The reactants are [CH3:1][C:2]1[CH:3]=[C:4]([C:19]2[S:23][C:22]([C:24]([C:26]3[CH:35]=[CH:34][C:29]([C:30]([O:32][CH3:33])=[O:31])=[CH:28][CH:27]=3)=[CH2:25])=[N:21][CH:20]=2)[CH:5]=[C:6]([NH:8][C:9]2[N:14]=[C:13]([C:15]([F:18])([F:17])[F:16])[CH:12]=[CH:11][N:10]=2)[CH:7]=1.[OH2:36].Cl.CC(C)=[O:40]. The product is [OH:36][C:24]([C:26]1[CH:27]=[CH:28][C:29]([C:30]([O:32][CH3:33])=[O:31])=[CH:34][CH:35]=1)([C:22]1[S:23][C:19]([C:4]2[CH:5]=[C:6]([NH:8][C:9]3[N:14]=[C:13]([C:15]([F:18])([F:17])[F:16])[CH:12]=[CH:11][N:10]=3)[CH:7]=[C:2]([CH3:1])[CH:3]=2)=[CH:20][N:21]=1)[CH2:25][OH:40]. The yield is 0.655. (2) The reactants are [C:1]([C:3]1[CH:4]=[C:5]([N:12]([S:17]([CH3:20])(=[O:19])=[O:18])[S:13]([CH3:16])(=[O:15])=[O:14])[CH:6]=[C:7]([N+:9]([O-])=O)[CH:8]=1)#[N:2]. The catalyst is CO.CCOC(C)=O.[Pd]. The product is [NH2:9][C:7]1[CH:6]=[C:5]([N:12]([S:13]([CH3:16])(=[O:15])=[O:14])[S:17]([CH3:20])(=[O:18])=[O:19])[CH:4]=[C:3]([C:1]#[N:2])[CH:8]=1. The yield is 0.990. (3) The reactants are [C:1]1([CH:7]2[C:12](=[O:13])[CH2:11][CH2:10][O:9][CH2:8]2)[CH:6]=[CH:5][CH:4]=[CH:3][CH:2]=1.[C:14](Cl)([N:16]=[C:17]=[O:18])=[O:15]. The catalyst is CCOC(C)=O. The product is [C:1]1([CH:7]2[C:12]3[O:13][C:17](=[O:18])[NH:16][C:14](=[O:15])[C:11]=3[CH2:10][O:9][CH2:8]2)[CH:2]=[CH:3][CH:4]=[CH:5][CH:6]=1. The yield is 0.618. (4) The reactants are [C:1]([C:3]1[C:12]2[C:7](=[CH:8][CH:9]=[CH:10][CH:11]=2)[C:6]([F:13])=[CH:5][CH:4]=1)#[N:2].[ClH:14]. The catalyst is C(O)C.[Pd]. The product is [ClH:14].[F:13][C:6]1[C:7]2[C:12](=[CH:11][CH:10]=[CH:9][CH:8]=2)[C:3]([CH2:1][NH2:2])=[CH:4][CH:5]=1. The yield is 0.440. (5) The reactants are [CH2:1]([C:3]1[CH:4]=[CH:5][C:6]([CH:9]=[CH2:10])=[N:7][CH:8]=1)[CH3:2].BrN1C(=[O:17])CCC1=O.[K].[OH:20][C:21]1[CH:28]=[CH:27][C:24]([CH:25]=[O:26])=[CH:23][CH:22]=1. The catalyst is C(O)(C)(C)C. The product is [CH2:1]([C:3]1[CH:4]=[CH:5][C:6]([CH:9]([OH:17])[CH2:10][O:20][C:21]2[CH:28]=[CH:27][C:24]([CH:25]=[O:26])=[CH:23][CH:22]=2)=[N:7][CH:8]=1)[CH3:2]. The yield is 0.790. (6) The reactants are [OH:1][C:2]1([C:17]#[C:18]/[C:19](/[CH3:26])=[CH:20]\[C:21]([O:23][CH2:24][CH3:25])=[O:22])[C:14]2([CH3:15])[CH:12]([CH2:13]2)[C:5]2(OC(C)C(C)[O:6]2)[CH:4]=[C:3]1[CH3:16].O. The catalyst is CC(C)=O.Cl. The product is [OH:1][C:2]1([C:17]#[C:18]/[C:19](/[CH3:26])=[CH:20]\[C:21]([O:23][CH2:24][CH3:25])=[O:22])[C:3]([CH3:16])=[CH:4][C:5](=[O:6])[CH:12]2[C:14]1([CH3:15])[CH2:13]2. The yield is 0.830.